From a dataset of Reaction yield outcomes from USPTO patents with 853,638 reactions. Predict the reaction yield, written as a fraction of the theoretical maximum amount of product (1.0 means a 100% yield; for example, 0.34 means a 34% yield). (1) The reactants are [N+:1]([CH:4]1[CH:8]([CH:9]([CH2:11][CH2:12][CH3:13])[CH3:10])[S:7][CH2:6][CH:5]1O)([O-:3])=[O:2].S(Cl)(C)(=O)=O.C(N(CC)CC)C.O. The catalyst is ClCCl. The product is [N+:1]([C:4]1[CH:8]([CH:9]([CH2:11][CH2:12][CH3:13])[CH3:10])[S:7][CH2:6][CH:5]=1)([O-:3])=[O:2]. The yield is 0.573. (2) The reactants are [Si]([O:18][CH:19]1[CH2:23][CH2:22][N:21]([C:24]2[CH:29]=[CH:28][CH:27]=[CH:26][C:25]=2[S:30]([NH:33][C:34]2[S:35][CH:36]=[CH:37][N:38]=2)(=[O:32])=[O:31])[C:20]1=[O:39])(C(C)(C)C)(C1C=CC=CC=1)C1C=CC=CC=1.[F-].C([N+](CCCC)(CCCC)CCCC)CCC.O. The catalyst is C1COCC1. The product is [OH:18][CH:19]1[CH2:23][CH2:22][N:21]([C:24]2[CH:29]=[CH:28][CH:27]=[CH:26][C:25]=2[S:30]([NH:33][C:34]2[S:35][CH:36]=[CH:37][N:38]=2)(=[O:31])=[O:32])[C:20]1=[O:39]. The yield is 0.760. (3) The reactants are [CH2:1]([C:3]1[N:4]([CH2:22][C:23]([O:25][CH2:26][CH3:27])=[O:24])[C:5]2[C:10]([C:11]=1[CH2:12][C:13]1[CH:18]=[CH:17][C:16]([N+:19]([O-])=O)=[CH:15][CH:14]=1)=[CH:9][CH:8]=[CH:7][CH:6]=2)[CH3:2]. The catalyst is CO.[Pd]. The product is [NH2:19][C:16]1[CH:15]=[CH:14][C:13]([CH2:12][C:11]2[C:10]3[C:5](=[CH:6][CH:7]=[CH:8][CH:9]=3)[N:4]([CH2:22][C:23]([O:25][CH2:26][CH3:27])=[O:24])[C:3]=2[CH2:1][CH3:2])=[CH:18][CH:17]=1. The yield is 0.896. (4) The reactants are Br[C:2]1[CH:7]=[CH:6][CH:5]=[CH:4][N:3]=1.C([Li])CCC.[CH:13]([C:15]1[C:23]2[O:22][C:21]([CH3:25])([CH3:24])[CH2:20][C:19]=2[C:18]([CH3:26])=[C:17]([NH:27][C:28](=[O:34])[CH2:29][C:30]([CH3:33])([CH3:32])[CH3:31])[C:16]=1[CH3:35])=[O:14].O. The catalyst is C(OCC)C.C1COCC1.CCCCCC.C(OCC)(=O)C. The product is [OH:14][CH:13]([C:2]1[CH:7]=[CH:6][CH:5]=[CH:4][N:3]=1)[C:15]1[C:23]2[O:22][C:21]([CH3:24])([CH3:25])[CH2:20][C:19]=2[C:18]([CH3:26])=[C:17]([NH:27][C:28](=[O:34])[CH2:29][C:30]([CH3:33])([CH3:32])[CH3:31])[C:16]=1[CH3:35]. The yield is 0.680. (5) The reactants are [OH:1][C:2]1[CH:3]=[N:4][CH:5]=[CH:6][CH:7]=1.C1(=O)O[CH2:11][CH2:10][O:9]1.C([O-])([O-])=O.[K+].[K+].CN(C=O)C. The catalyst is C1(=O)OCCO1.O. The product is [N:4]1[CH:5]=[CH:6][CH:7]=[C:2]([O:1][CH2:11][CH2:10][OH:9])[CH:3]=1. The yield is 0.720.